This data is from Forward reaction prediction with 1.9M reactions from USPTO patents (1976-2016). The task is: Predict the product of the given reaction. Given the reactants [C:1]1(/[CH:7]=[CH:8]/[C:9]2[NH:13][N:12]=[C:11]([C:14]3[CH:19]=[CH:18][C:17]([C:20]([F:23])([F:22])[F:21])=[CH:16][CH:15]=3)[CH:10]=2)[CH:6]=[CH:5][CH:4]=[CH:3][CH:2]=1.[H-].[Na+].Cl[CH2:27][C:28]1[CH:47]=[CH:46][C:31]([CH2:32][O:33][C:34]2[CH:39]=[CH:38][C:37]([CH2:40][CH2:41][C:42]([O:44][CH3:45])=[O:43])=[CH:36][CH:35]=2)=[CH:30][CH:29]=1.Cl, predict the reaction product. The product is: [C:1]1(/[CH:7]=[CH:8]/[C:9]2[N:13]([CH2:27][C:28]3[CH:47]=[CH:46][C:31]([CH2:32][O:33][C:34]4[CH:39]=[CH:38][C:37]([CH2:40][CH2:41][C:42]([O:44][CH3:45])=[O:43])=[CH:36][CH:35]=4)=[CH:30][CH:29]=3)[N:12]=[C:11]([C:14]3[CH:15]=[CH:16][C:17]([C:20]([F:23])([F:22])[F:21])=[CH:18][CH:19]=3)[CH:10]=2)[CH:6]=[CH:5][CH:4]=[CH:3][CH:2]=1.